Dataset: Full USPTO retrosynthesis dataset with 1.9M reactions from patents (1976-2016). Task: Predict the reactants needed to synthesize the given product. (1) Given the product [CH3:19][Si:2]([CH3:1])([CH3:18])[CH2:3][CH2:4][O:5][CH2:6][N:7]1[C:11]([CH2:12][CH2:13][C:14]([OH:16])=[O:15])=[N:10][N:9]=[N:8]1, predict the reactants needed to synthesize it. The reactants are: [CH3:1][Si:2]([CH3:19])([CH3:18])[CH2:3][CH2:4][O:5][CH2:6][N:7]1[C:11]([CH2:12][CH2:13][C:14]([O:16]C)=[O:15])=[N:10][N:9]=[N:8]1.[Li+].[OH-]. (2) Given the product [CH3:32][O:31][N:30]([CH3:29])[C:12]([C:10]1[N:9]=[CH:8][N:7]([C:3]2[CH:2]=[C:1]([C:15]3[CH:20]=[CH:19][CH:18]=[CH:17][CH:16]=3)[CH:6]=[CH:5][CH:4]=2)[CH:11]=1)=[O:13], predict the reactants needed to synthesize it. The reactants are: [C:1]1([C:15]2[CH:20]=[CH:19][CH:18]=[CH:17][CH:16]=2)[CH:6]=[CH:5][CH:4]=[C:3]([N:7]2[CH:11]=[C:10]([C:12](Cl)=[O:13])[N:9]=[CH:8]2)[CH:2]=1.C(N(CC)CC)C.Cl.[CH3:29][NH:30][O:31][CH3:32]. (3) Given the product [F:1][C:2]1[CH:7]=[CH:6][C:5]([F:8])=[CH:4][C:3]=1[CH2:9][C:10]([N:12]1[C:20]2[C:15](=[CH:16][C:17]([C:21]3[C:25]4[C:26]([N:31]([C:39]([O:41][C:42]([CH3:45])([CH3:44])[CH3:43])=[O:40])[C:32]([O:34][C:35]([CH3:38])([CH3:37])[CH3:36])=[O:33])=[N:27][CH:28]=[C:29]([CH2:57][CH2:56][NH:55][C:54]([O:53][CH2:46][C:47]5[CH:52]=[CH:51][CH:50]=[CH:49][CH:48]=5)=[O:62])[C:24]=4[O:23][CH:22]=3)=[CH:18][CH:19]=2)[CH2:14][CH2:13]1)=[O:11], predict the reactants needed to synthesize it. The reactants are: [F:1][C:2]1[CH:7]=[CH:6][C:5]([F:8])=[CH:4][C:3]=1[CH2:9][C:10]([N:12]1[C:20]2[C:15](=[CH:16][C:17]([C:21]3[C:25]4[C:26]([N:31]([C:39]([O:41][C:42]([CH3:45])([CH3:44])[CH3:43])=[O:40])[C:32]([O:34][C:35]([CH3:38])([CH3:37])[CH3:36])=[O:33])=[N:27][CH:28]=[C:29](I)[C:24]=4[O:23][CH:22]=3)=[CH:18][CH:19]=2)[CH2:14][CH2:13]1)=[O:11].[CH2:46]([O:53][C:54](=[O:62])[NH:55][CH2:56][CH2:57][B-](F)(F)F)[C:47]1[CH:52]=[CH:51][CH:50]=[CH:49][CH:48]=1.[K+].CC(OC1C=CC=C(OC(C)C)C=1C1C(P(C2CCCCC2)C2CCCCC2)=CC=CC=1)C.C(=O)([O-])[O-].[Cs+].[Cs+]. (4) Given the product [O:32]1[CH2:31][CH:30]=[C:29]([C:2]2[C:3]([O:8][CH:9]3[CH2:12][CH:11]([NH:13][C:14](=[O:20])[O:15][C:16]([CH3:19])([CH3:18])[CH3:17])[CH2:10]3)=[N:4][CH:5]=[CH:6][CH:7]=2)[CH2:34][CH2:33]1, predict the reactants needed to synthesize it. The reactants are: Br[C:2]1[C:3]([O:8][CH:9]2[CH2:12][CH:11]([NH:13][C:14](=[O:20])[O:15][C:16]([CH3:19])([CH3:18])[CH3:17])[CH2:10]2)=[N:4][CH:5]=[CH:6][CH:7]=1.CC1(C)C(C)(C)CB([C:29]2[CH2:30][CH2:31][O:32][CH2:33][CH:34]=2)C1.[O-]P([O-])([O-])=O.[K+].[K+].[K+]. (5) Given the product [C:24]([O:23][C:21]([NH:17][CH2:18][CH2:19][CH2:20][CH:15]([CH2:14][C:3]1[N:2]=[CH:1][N:5]2[C:6]3[C:11](=[CH:10][CH:9]=[CH:8][CH:7]=3)[CH2:12][CH2:13][C:4]=12)[C:16]([OH:28])=[O:29])=[O:22])([CH3:26])([CH3:25])[CH3:27], predict the reactants needed to synthesize it. The reactants are: [CH:1]1[N:5]2[C:6]3[C:11]([CH2:12][CH2:13][C:4]2=[C:3]([CH2:14][CH:15]2[CH2:20][CH2:19][CH2:18][N:17]([C:21]([O:23][C:24]([CH3:27])([CH3:26])[CH3:25])=[O:22])[C:16]2=[O:28])[N:2]=1)=[CH:10][CH:9]=[CH:8][CH:7]=3.[OH-:29].[Li+].O. (6) Given the product [O:10]=[C:11]1[NH:16][CH:15]=[C:14]([C:17]2[CH:18]=[C:19]([CH:44]=[CH:45][CH:46]=2)[C:20]([NH:22][C:23]2[N:24]=[N:25][C:26]([N:29]3[C:33]([C:34]([F:36])([F:35])[F:37])=[CH:32][C:31]([C:38]4[CH:39]=[N:40][CH:41]=[CH:42][CH:43]=4)=[N:30]3)=[CH:27][CH:28]=2)=[O:21])[CH:13]=[CH:12]1, predict the reactants needed to synthesize it. The reactants are: [S-2].[Na+].[Na+].C[Si](Cl)(C)C.C[O:10][C:11]1[N:16]=[CH:15][C:14]([C:17]2[CH:18]=[C:19]([CH:44]=[CH:45][CH:46]=2)[C:20]([NH:22][C:23]2[N:24]=[N:25][C:26]([N:29]3[C:33]([C:34]([F:37])([F:36])[F:35])=[CH:32][C:31]([C:38]4[CH:39]=[N:40][CH:41]=[CH:42][CH:43]=4)=[N:30]3)=[CH:27][CH:28]=2)=[O:21])=[CH:13][CH:12]=1. (7) Given the product [NH2:15][C:4]1[N:3]=[C:2]([C:24]2[CH:33]=[C:32]3[C:27]([CH2:28][CH2:29][N:30]([C:34]4[CH:35]=[CH:36][C:37]([C:40]#[N:41])=[N:38][CH:39]=4)[CH2:31]3)=[CH:26][CH:25]=2)[CH:7]=[C:6]([N:8]2[CH2:13][CH2:12][N:11]([CH3:14])[CH2:10][CH2:9]2)[N:5]=1, predict the reactants needed to synthesize it. The reactants are: Cl[C:2]1[CH:7]=[C:6]([N:8]2[CH2:13][CH2:12][N:11]([CH3:14])[CH2:10][CH2:9]2)[N:5]=[C:4]([NH2:15])[N:3]=1.CC1(C)C(C)(C)OB([C:24]2[CH:33]=[C:32]3[C:27]([CH2:28][CH2:29][N:30]([C:34]4[CH:35]=[CH:36][C:37]([C:40]#[N:41])=[N:38][CH:39]=4)[CH2:31]3)=[CH:26][CH:25]=2)O1.C(=O)([O-])[O-].[K+].[K+].O.